Task: Predict the product of the given reaction.. Dataset: Forward reaction prediction with 1.9M reactions from USPTO patents (1976-2016) Given the reactants [Si:1]([O:8][C@@H:9]([C:26]1[CH:31]=[CH:30][C:29]([C:32]([F:35])([F:34])[F:33])=[CH:28][CH:27]=1)[C@H:10]([NH:18][C:19](=[O:25])[O:20][C:21]([CH3:24])([CH3:23])[CH3:22])[CH2:11][CH2:12][C:13]1[S:14][CH:15]=[CH:16][N:17]=1)([C:4]([CH3:7])([CH3:6])[CH3:5])([CH3:3])[CH3:2].C1C(=O)N([Br:43])C(=O)C1, predict the reaction product. The product is: [Br:43][C:15]1[S:14][C:13]([CH2:12][CH2:11][C@@H:10]([NH:18][C:19](=[O:25])[O:20][C:21]([CH3:24])([CH3:23])[CH3:22])[C@@H:9]([O:8][Si:1]([C:4]([CH3:5])([CH3:6])[CH3:7])([CH3:2])[CH3:3])[C:26]2[CH:27]=[CH:28][C:29]([C:32]([F:33])([F:34])[F:35])=[CH:30][CH:31]=2)=[N:17][CH:16]=1.